From a dataset of Catalyst prediction with 721,799 reactions and 888 catalyst types from USPTO. Predict which catalyst facilitates the given reaction. (1) Reactant: [CH2:1]([N:3]1[CH2:8][C:7]([CH3:10])([CH3:9])[O:6][C:5](=[O:11])[CH:4]1[CH2:12][C:13]([OH:15])=O)[CH3:2].C(N(C(C)C)CC)(C)C.CN(C(ON1N=NC2C=CC=NC1=2)=[N+](C)C)C.F[P-](F)(F)(F)(F)F.Br.[CH3:50][C:51]1[N:52]=[C:53]([NH2:57])[S:54][C:55]=1[CH3:56]. Product: [CH3:50][C:51]1[N:52]=[C:53]([NH:57][C:13](=[O:15])[CH2:12][CH:4]2[C:5](=[O:11])[O:6][C:7]([CH3:9])([CH3:10])[CH2:8][N:3]2[CH2:1][CH3:2])[S:54][C:55]=1[CH3:56]. The catalyst class is: 3. (2) Reactant: [F:1][C:2]1[CH:3]=[C:4]([CH:7]=[CH:8][CH:9]=1)[CH2:5]Cl.[Cl:10][C:11]1[CH:12]=[C:13]([CH:35]=[CH:36][C:37]=1[OH:38])[NH:14][C:15]1[C:24]2[C:19](=[CH:20][C:21]([O:33][CH3:34])=[CH:22][C:23]=2[O:25][CH:26]2[CH2:31][CH2:30][N:29]([CH3:32])[CH2:28][CH2:27]2)[N:18]=[CH:17][N:16]=1.C(=O)([O-])[O-].[K+].[K+]. Product: [Cl:10][C:11]1[CH:12]=[C:13]([CH:35]=[CH:36][C:37]=1[O:38][CH2:5][C:4]1[CH:7]=[CH:8][CH:9]=[C:2]([F:1])[CH:3]=1)[NH:14][C:15]1[C:24]2[C:19](=[CH:20][C:21]([O:33][CH3:34])=[CH:22][C:23]=2[O:25][CH:26]2[CH2:27][CH2:28][N:29]([CH3:32])[CH2:30][CH2:31]2)[N:18]=[CH:17][N:16]=1. The catalyst class is: 3. (3) The catalyst class is: 1. Product: [CH:32]1([CH:35]([OH:36])[CH2:1][S:2]([N:5]2[CH2:6][CH2:7][C:8]3([C:12](=[O:13])[N:11]([C:14]4[CH:15]=[CH:16][C:17]([O:20][C:21]([F:23])([F:22])[F:24])=[CH:18][CH:19]=4)[CH2:10][CH2:9]3)[CH2:25][CH2:26]2)(=[O:4])=[O:3])[CH2:34][CH2:33]1. Reactant: [CH3:1][S:2]([N:5]1[CH2:26][CH2:25][C:8]2([C:12](=[O:13])[N:11]([C:14]3[CH:19]=[CH:18][C:17]([O:20][C:21]([F:24])([F:23])[F:22])=[CH:16][CH:15]=3)[CH2:10][CH2:9]2)[CH2:7][CH2:6]1)(=[O:4])=[O:3].[Li]CCCC.[CH:32]1([CH:35]=[O:36])[CH2:34][CH2:33]1. (4) Reactant: [Cl:1][C:2]1[CH:3]=[C:4]([C:12]2[O:16][N:15]=[C:14]([C:17]3[C:18]([CH3:35])=[C:19]4[C:24](=[CH:25][CH:26]=3)[CH2:23][N:22]([CH:27]3[CH2:32][O:31]C(C)(C)[O:29][CH2:28]3)[CH2:21][CH2:20]4)[N:13]=2)[CH:5]=[N:6][C:7]=1[O:8][CH:9]([CH3:11])[CH3:10].Cl. Product: [Cl:1][C:2]1[CH:3]=[C:4]([C:12]2[O:16][N:15]=[C:14]([C:17]3[C:18]([CH3:35])=[C:19]4[C:24](=[CH:25][CH:26]=3)[CH2:23][N:22]([CH:27]([CH2:32][OH:31])[CH2:28][OH:29])[CH2:21][CH2:20]4)[N:13]=2)[CH:5]=[N:6][C:7]=1[O:8][CH:9]([CH3:11])[CH3:10]. The catalyst class is: 1.